This data is from Catalyst prediction with 721,799 reactions and 888 catalyst types from USPTO. The task is: Predict which catalyst facilitates the given reaction. Reactant: Cl.[Cl:2][C:3]1[CH:8]=[C:7]([CH2:9]Cl)[C:6]([CH2:11]Cl)=[CH:5][N:4]=1.[CH3:13][O:14][C:15]1[CH:20]=[C:19]([O:21][CH3:22])[CH:18]=[CH:17][C:16]=1[CH2:23][NH2:24].CCN(C(C)C)C(C)C. Product: [Cl:2][C:3]1[N:4]=[CH:5][C:6]2[CH2:11][N:24]([CH2:23][C:16]3[CH:17]=[CH:18][C:19]([O:21][CH3:22])=[CH:20][C:15]=3[O:14][CH3:13])[CH2:9][C:7]=2[CH:8]=1. The catalyst class is: 2.